From a dataset of Catalyst prediction with 721,799 reactions and 888 catalyst types from USPTO. Predict which catalyst facilitates the given reaction. (1) Reactant: [NH2:1][C@@H:2]1[CH2:11][CH2:10][C:9]2[C:4](=[C:5]([N:13]3[CH2:18][CH2:17][N:16]([CH3:19])[CH2:15][CH2:14]3)[CH:6]=[CH:7][C:8]=2[OH:12])[CH2:3]1.C(N(CC)CC)C.[CH2:27]([O:31][C:32]1[CH:40]=[CH:39][C:35]([C:36](Cl)=[O:37])=[CH:34][CH:33]=1)[CH2:28][CH2:29][CH3:30]. Product: [OH:12][C:8]1[CH:7]=[CH:6][C:5]([N:13]2[CH2:18][CH2:17][N:16]([CH3:19])[CH2:15][CH2:14]2)=[C:4]2[C:9]=1[CH2:10][CH2:11][C@@H:2]([NH:1][C:36](=[O:37])[C:35]1[CH:34]=[CH:33][C:32]([O:31][CH2:27][CH2:28][CH2:29][CH3:30])=[CH:40][CH:39]=1)[CH2:3]2. The catalyst class is: 9. (2) Reactant: [OH:1][C:2]1[CH:9]=[CH:8][C:5]([CH:6]=[O:7])=[CH:4][CH:3]=1.Br[CH2:11][CH2:12][CH2:13][CH2:14]Cl.C(=O)([O-])[O-].[K+].[K+].[BH4-].[Na+].[CH3:24][O:25][C:26]1[CH:31]=[CH:30][CH:29]=[CH:28][C:27]=1[N:32]1[CH2:37][CH2:36][NH:35][CH2:34][CH2:33]1.C(=O)([O-])[O-].[Na+].[Na+].[I-].[K+].[C:46](N1C=CN=C1)([N:48]1C=CN=C1)=[O:47].[OH-].[NH4+]. Product: [CH3:24][O:25][C:26]1[CH:31]=[CH:30][CH:29]=[CH:28][C:27]=1[N:32]1[CH2:37][CH2:36][N:35]([CH2:11][CH2:12][CH2:13][CH2:14][O:1][C:2]2[CH:9]=[CH:8][C:5]([CH2:6][O:7][C:46](=[O:47])[NH2:48])=[CH:4][CH:3]=2)[CH2:34][CH2:33]1. The catalyst class is: 95.